From a dataset of Catalyst prediction with 721,799 reactions and 888 catalyst types from USPTO. Predict which catalyst facilitates the given reaction. (1) Reactant: [CH3:1][O:2][C:3]1[CH:4]=[C:5]([NH:15][C:16]2[N:21]=[C:20]([C:22](=[O:24])[CH3:23])[CH:19]=[C:18]([CH2:25][O:26][CH2:27][C:28]([F:31])([F:30])[F:29])[N:17]=2)[CH:6]=[CH:7][C:8]=1[C:9]1[O:13][C:12]([CH3:14])=[N:11][CH:10]=1.[CH3:32][Mg]Br.[Cl-].[NH4+]. Product: [CH3:1][O:2][C:3]1[CH:4]=[C:5]([NH:15][C:16]2[N:21]=[C:20]([C:22]([OH:24])([CH3:32])[CH3:23])[CH:19]=[C:18]([CH2:25][O:26][CH2:27][C:28]([F:29])([F:30])[F:31])[N:17]=2)[CH:6]=[CH:7][C:8]=1[C:9]1[O:13][C:12]([CH3:14])=[N:11][CH:10]=1. The catalyst class is: 1. (2) Reactant: S(Cl)(Cl)=O.O[C@@H:6]([CH2:10][C:11]1[CH:16]=[CH:15][CH:14]=[CH:13][CH:12]=1)[C:7]([OH:9])=[O:8].CN(C)C=O.[ClH:22]. Product: [Cl:22][C@H:6]([CH2:10][C:11]1[CH:16]=[CH:15][CH:14]=[CH:13][CH:12]=1)[C:7]([OH:9])=[O:8]. The catalyst class is: 93. (3) Reactant: [CH3:1][O:2][C:3](=[O:14])[C:4]1[CH:9]=[CH:8][C:7]([O:10][CH3:11])=[C:6]([CH3:12])[C:5]=1[NH2:13].[C:15](Cl)(=[O:22])[C:16]1[CH:21]=[CH:20][CH:19]=[CH:18][CH:17]=1.C(O)(=O)CC(CC(O)=O)(C(O)=O)O. Product: [CH3:1][O:2][C:3](=[O:14])[C:4]1[CH:9]=[CH:8][C:7]([O:10][CH3:11])=[C:6]([CH3:12])[C:5]=1[NH:13][C:15](=[O:22])[C:16]1[CH:21]=[CH:20][CH:19]=[CH:18][CH:17]=1. The catalyst class is: 2. (4) Reactant: C([O:3][C:4](=O)[CH:5]([NH:7][C:8]([NH:10][C:11]1[CH:16]=[CH:15][CH:14]=[C:13]([CH2:17][C:18]2[C:27]3[CH2:26][CH2:25][CH2:24][CH2:23][C:22]=3[C:21](=[O:28])[NH:20][N:19]=2)[CH:12]=1)=[O:9])[CH3:6])C.[OH-].[Na+]. Product: [CH3:6][CH:5]1[NH:7][C:8](=[O:9])[N:10]([C:11]2[CH:16]=[CH:15][CH:14]=[C:13]([CH2:17][C:18]3[C:27]4[CH2:26][CH2:25][CH2:24][CH2:23][C:22]=4[C:21](=[O:28])[NH:20][N:19]=3)[CH:12]=2)[C:4]1=[O:3]. The catalyst class is: 44. (5) Reactant: [CH3:1][N:2]1[CH:7]=[C:6](B2OC(C)(C)C(C)(C)O2)[CH:5]=[C:4]([NH:17][C:18]2[S:19][C:20]([CH3:23])=[CH:21][N:22]=2)[C:3]1=[O:24].[C:25]([C:29]1[CH:30]=[C:31]2[C:36](=[C:37]([F:39])[CH:38]=1)[C:35](=[O:40])[N:34]([C:41]1[N:48]=[CH:47][CH:46]=[C:45](Cl)[C:42]=1[CH:43]=[O:44])[N:33]=[CH:32]2)([CH3:28])([CH3:27])[CH3:26].[O-]P([O-])([O-])=O.[K+].[K+].[K+].C([O-])(=O)C.[Na+]. Product: [C:25]([C:29]1[CH:30]=[C:31]2[C:36](=[C:37]([F:39])[CH:38]=1)[C:35](=[O:40])[N:34]([C:41]1[N:48]=[CH:47][CH:46]=[C:45]([C:6]3[CH:5]=[C:4]([NH:17][C:18]4[S:19][C:20]([CH3:23])=[CH:21][N:22]=4)[C:3](=[O:24])[N:2]([CH3:1])[CH:7]=3)[C:42]=1[CH:43]=[O:44])[N:33]=[CH:32]2)([CH3:28])([CH3:26])[CH3:27]. The catalyst class is: 379.